This data is from Catalyst prediction with 721,799 reactions and 888 catalyst types from USPTO. The task is: Predict which catalyst facilitates the given reaction. (1) Reactant: [NH:1]([C:5]1[CH:6]=[C:7]2[C:11](=[CH:12][CH:13]=1)[NH:10][C:9](=[O:14])[CH2:8]2)[C:2]([NH2:4])=[O:3].[Br:15][C:16]1[CH:17]=[C:18]([CH:21]=O)[NH:19][CH:20]=1.N1CCCCC1. Product: [NH:1]([C:5]1[CH:6]=[C:7]2[C:11](=[CH:12][CH:13]=1)[NH:10][C:9](=[O:14])[C:8]2=[CH:21][C:18]1[NH:19][CH:20]=[C:16]([Br:15])[CH:17]=1)[C:2]([NH2:4])=[O:3]. The catalyst class is: 8. (2) Reactant: Cl.Cl.[NH:3]1[C:11]2[C:6](=[CH:7][C:8]([C:12]3[C:20]4[C:15](=[N:16][CH:17]=[N:18][C:19]=4[NH2:21])[N:14]([CH3:22])[N:13]=3)=[CH:9][CH:10]=2)[CH2:5][CH2:4]1.[F:23][C:24]1[C:25]([CH3:34])=[C:26]([CH2:30][C:31](O)=[O:32])[CH:27]=[CH:28][CH:29]=1.CN(C(ON1N=NC2C=CC=NC1=2)=[N+](C)C)C.F[P-](F)(F)(F)(F)F.CCN(C(C)C)C(C)C. Product: [F:23][C:24]1[C:25]([CH3:34])=[C:26]([CH2:30][C:31]([N:3]2[C:11]3[C:6](=[CH:7][C:8]([C:12]4[C:20]5[C:15](=[N:16][CH:17]=[N:18][C:19]=5[NH2:21])[N:14]([CH3:22])[N:13]=4)=[CH:9][CH:10]=3)[CH2:5][CH2:4]2)=[O:32])[CH:27]=[CH:28][CH:29]=1. The catalyst class is: 18. (3) Reactant: Cl.Cl.[CH3:3][C@H:4]1[C:12]2[C:11]([N:13]3[CH2:18][CH2:17][NH:16][CH2:15][C@@H:14]3[CH3:19])=[N:10][CH:9]=[N:8][C:7]=2[CH2:6][CH2:5]1.C(N(CC)CC)C.[C:27]([O:31][C:32]([NH:34][C@H:35]([CH2:39][C:40]1[CH:45]=[CH:44][C:43]([Cl:46])=[CH:42][CH:41]=1)[C:36](O)=[O:37])=[O:33])([CH3:30])([CH3:29])[CH3:28].CN(C(ON1N=NC2C=CC=CC1=2)=[N+](C)C)C.F[P-](F)(F)(F)(F)F. Product: [Cl:46][C:43]1[CH:44]=[CH:45][C:40]([CH2:39][C@@H:35]([NH:34][C:32](=[O:33])[O:31][C:27]([CH3:29])([CH3:28])[CH3:30])[C:36]([N:16]2[CH2:17][CH2:18][N:13]([C:11]3[C:12]4[C@H:4]([CH3:3])[CH2:5][CH2:6][C:7]=4[N:8]=[CH:9][N:10]=3)[C@@H:14]([CH3:19])[CH2:15]2)=[O:37])=[CH:41][CH:42]=1. The catalyst class is: 2. (4) Reactant: Cl[C:2]1[N:11]=[C:10]([NH:12][CH2:13][CH:14]([C:18]2[CH:23]=[CH:22][CH:21]=[CH:20][CH:19]=2)[CH:15]([CH3:17])[CH3:16])[C:9]2[C:4](=[CH:5][CH:6]=[CH:7][CH:8]=2)[N:3]=1.[N:24]1[CH:25]=[CH:26][N:27]2[CH:32]=[C:31](B(O)O)[CH:30]=[CH:29][C:28]=12.C(NC1C2C(=CC=CC=2)N=C(C2SC3C=CC=CC=3C=2)N=1)(C1C=CC=CC=1)C1C=CC=CC=1. Product: [N:24]1[CH:25]=[CH:26][N:27]2[CH:32]=[C:31]([C:2]3[N:11]=[C:10]([NH:12][CH2:13][CH:14]([C:18]4[CH:23]=[CH:22][CH:21]=[CH:20][CH:19]=4)[CH:15]([CH3:17])[CH3:16])[C:9]4[C:4](=[CH:5][CH:6]=[CH:7][CH:8]=4)[N:3]=3)[CH:30]=[CH:29][C:28]=12. The catalyst class is: 147. (5) Reactant: [P:1](Cl)(OCC)(OCC)=[O:2].[OH:10][C:11]1[CH:16]=[CH:15][C:14]([P:17]([O:28][CH2:29][CH3:30])([CH2:19][P:20]([O:25][CH2:26][CH3:27])([O:22][CH2:23][CH3:24])=[O:21])=[O:18])=[CH:13][C:12]=1[C:31]([CH3:44])([CH3:43])[CH2:32][C:33]([O:35][CH2:36][C:37]1[CH:42]=[CH:41][CH:40]=[CH:39][CH:38]=1)=[O:34].C(N([CH2:50][CH3:51])CC)C.CCO[C:55]([CH3:57])=O. Product: [CH2:55]([P:1]([O:10][C:11]1[CH:16]=[CH:15][C:14]([P:17]([O:28][CH2:29][CH3:30])([CH2:19][P:20]([O:25][CH2:26][CH3:27])([O:22][CH2:23][CH3:24])=[O:21])=[O:18])=[CH:13][C:12]=1[C:31]([CH3:44])([CH3:43])[CH2:32][C:33]([O:35][CH2:36][C:37]1[CH:42]=[CH:41][CH:40]=[CH:39][CH:38]=1)=[O:34])([CH2:50][CH3:51])=[O:2])[CH3:57]. The catalyst class is: 1. (6) Reactant: CO.[CH:3]([N:7]1[C:15]2[C:10](=[CH:11][CH:12]=[CH:13][CH:14]=2)[C:9]([C:16]([O:18]C)=[O:17])=[C:8]1[CH3:20])([CH2:5][CH3:6])[CH3:4].[OH-].[Li+]. Product: [CH:3]([N:7]1[C:15]2[C:10](=[CH:11][CH:12]=[CH:13][CH:14]=2)[C:9]([C:16]([OH:18])=[O:17])=[C:8]1[CH3:20])([CH2:5][CH3:6])[CH3:4]. The catalyst class is: 6.